This data is from Forward reaction prediction with 1.9M reactions from USPTO patents (1976-2016). The task is: Predict the product of the given reaction. (1) Given the reactants [NH2:1][C@H:2]1[C:11]2[C:6](=[CH:7][CH:8]=[CH:9][CH:10]=2)[N:5]([C:12](=[O:14])[CH3:13])[C@@H:4]([CH3:15])[C@@H:3]1[CH3:16].Br[C:18]1[CH:19]=[C:20]([N:24]2[CH2:29][CH2:28][N:27]([C:30]([O:32][C:33]([CH3:36])([CH3:35])[CH3:34])=[O:31])[CH2:26][CH2:25]2)[CH:21]=[CH:22][CH:23]=1.CN(C1C(C2C(P(C3CCCCC3)C3CCCCC3)=CC=CC=2)=CC=CC=1)C.CC(C)([O-])C.[Na+], predict the reaction product. The product is: [C:12]([N:5]1[C:6]2[C:11](=[CH:10][CH:9]=[CH:8][CH:7]=2)[C@H:2]([NH:1][C:18]2[CH:19]=[C:20]([N:24]3[CH2:25][CH2:26][N:27]([C:30]([O:32][C:33]([CH3:36])([CH3:35])[CH3:34])=[O:31])[CH2:28][CH2:29]3)[CH:21]=[CH:22][CH:23]=2)[C@@H:3]([CH3:16])[C@@H:4]1[CH3:15])(=[O:14])[CH3:13]. (2) Given the reactants [Cl:1][C:2]1[N:11]=[C:10]2[C:5]([C:6](=[O:18])[C:7](C(O)=O)=[CH:8][N:9]2[CH:12]2[CH2:14][CH2:13]2)=[CH:4][C:3]=1[F:19].C1C=CC(C2C=CC=CC=2)=CC=1.C1C=CC(OC2C=CC=CC=2)=CC=1.CC(=O)OCC, predict the reaction product. The product is: [Cl:1][C:2]1[N:11]=[C:10]2[C:5]([C:6](=[O:18])[CH:7]=[CH:8][N:9]2[CH:12]2[CH2:14][CH2:13]2)=[CH:4][C:3]=1[F:19]. (3) Given the reactants [I:1][C:2]1[CH:3]=[CH:4][C:5]([N:8]2[CH2:13][CH2:12][NH:11][CH2:10][CH2:9]2)=[N:6][CH:7]=1.C(N(CC)CC)C.[CH3:21][S:22](Cl)(=[O:24])=[O:23], predict the reaction product. The product is: [I:1][C:2]1[CH:3]=[CH:4][C:5]([N:8]2[CH2:9][CH2:10][N:11]([S:22]([CH3:21])(=[O:24])=[O:23])[CH2:12][CH2:13]2)=[N:6][CH:7]=1. (4) The product is: [O:1]1[CH:5]=[CH:4][CH:3]=[C:2]1[CH2:6][NH:7][C:8]([C:10]1[CH:19]=[CH:18][C:17]2[C:12](=[C:13]([C:23]3[S:27][C:26]([C:28]([OH:30])=[O:29])=[CH:25][CH:24]=3)[CH:14]=[N:15][CH:16]=2)[N:11]=1)=[O:9]. Given the reactants [O:1]1[CH:5]=[CH:4][CH:3]=[C:2]1[CH2:6][NH:7][C:8]([C:10]1[CH:19]=[CH:18][C:17]2[C:12](=[C:13](Br)[CH:14]=[N:15][CH:16]=2)[N:11]=1)=[O:9].OB(O)[C:23]1[S:27][C:26]([C:28]([OH:30])=[O:29])=[CH:25][CH:24]=1.C(=O)([O-])[O-].[Na+].[Na+].COCCOC, predict the reaction product.